This data is from Full USPTO retrosynthesis dataset with 1.9M reactions from patents (1976-2016). The task is: Predict the reactants needed to synthesize the given product. Given the product [CH3:3][NH:5][N+:8]([O-:10])=[O:9].[CH2:3]([NH:5][N+:8]([O-:11])=[O:9])[CH3:4], predict the reactants needed to synthesize it. The reactants are: CN.[CH2:3]([NH2:5])[CH3:4].[OH-].[Na+].[N+:8]([O-:11])([OH:10])=[O:9].N.